This data is from Full USPTO retrosynthesis dataset with 1.9M reactions from patents (1976-2016). The task is: Predict the reactants needed to synthesize the given product. (1) Given the product [CH2:12]([N:8]1[CH:9]=[CH:10][CH:11]=[C:7]1[C:5]([OH:4])=[O:6])[C:13]1[CH:18]=[CH:17][CH:16]=[CH:15][CH:14]=1, predict the reactants needed to synthesize it. The reactants are: [H-].[Na+].C[O:4][C:5]([C:7]1[NH:8][CH:9]=[CH:10][CH:11]=1)=[O:6].[CH2:12](Br)[C:13]1[CH:18]=[CH:17][CH:16]=[CH:15][CH:14]=1.C(#N)C. (2) Given the product [Cl:4][C:5]1[CH:10]=[C:9]([S:11]([C:14]2[CH:19]=[CH:18][CH:17]=[CH:16][C:15]=2[S:2][CH3:1])(=[O:13])=[O:12])[CH:8]=[CH:7][C:6]=1[NH:21][C:22](=[O:30])[C@:23]([OH:29])([CH3:28])[C:24]([F:27])([F:26])[F:25], predict the reactants needed to synthesize it. The reactants are: [CH3:1][S-:2].[Na+].[Cl:4][C:5]1[CH:10]=[C:9]([S:11]([C:14]2[CH:19]=[CH:18][CH:17]=[CH:16][C:15]=2F)(=[O:13])=[O:12])[CH:8]=[CH:7][C:6]=1[NH:21][C:22](=[O:30])[C@:23]([OH:29])([CH3:28])[C:24]([F:27])([F:26])[F:25].[Cl-].[NH4+]. (3) The reactants are: [CH3:1][C:2]([CH3:34])([CH3:33])[C:3]([C:5]1[C:13]2[C:8](=[N:9][CH:10]=[C:11]([N:14]3[C:23]4[C:18](=[CH:19][CH:20]=[CH:21][CH:22]=4)[CH2:17][CH2:16][C:15]3=[O:24])[N:12]=2)[N:7](COCC[Si](C)(C)C)[CH:6]=1)=[O:4].O.O.O.C([O-])(=O)C.[Na+].CO.[Cl:45][CH2:46][Cl:47]. Given the product [NH4+:7].[OH-:4].[Cl:45][CH2:46][Cl:47].[CH3:1][C:2]([CH3:34])([CH3:33])[C:3]([C:5]1[C:13]2[C:8](=[N:9][CH:10]=[C:11]([N:14]3[C:23]4[C:18](=[CH:19][CH:20]=[CH:21][CH:22]=4)[CH2:17][CH2:16][C:15]3=[O:24])[N:12]=2)[NH:7][CH:6]=1)=[O:4], predict the reactants needed to synthesize it. (4) Given the product [NH2:1][C:2]1[N:7]=[CH:6][N:5]=[C:4]2[N:8]([CH:12]3[CH2:17][CH2:16][N:15]([C:18]([O:20][C:21]([CH3:24])([CH3:23])[CH3:22])=[O:19])[CH2:14][CH2:13]3)[N:9]=[C:10]([C:32]3[CH:31]=[CH:30][C:28]([NH2:29])=[C:27]([O:26][CH3:25])[CH:33]=3)[C:3]=12, predict the reactants needed to synthesize it. The reactants are: [NH2:1][C:2]1[N:7]=[CH:6][N:5]=[C:4]2[N:8]([CH:12]3[CH2:17][CH2:16][N:15]([C:18]([O:20][C:21]([CH3:24])([CH3:23])[CH3:22])=[O:19])[CH2:14][CH2:13]3)[N:9]=[C:10](I)[C:3]=12.[CH3:25][O:26][C:27]1[CH:33]=[C:32](B2OC(C)(C)C(C)(C)O2)[CH:31]=[CH:30][C:28]=1[NH2:29].C(=O)([O-])[O-].[Na+].[Na+].